This data is from Catalyst prediction with 721,799 reactions and 888 catalyst types from USPTO. The task is: Predict which catalyst facilitates the given reaction. (1) Reactant: [F:1][CH:2]1[CH2:7][CH2:6][N:5]([S:8]([C:11]2[CH:17]=[CH:16][C:14]([NH2:15])=[CH:13][CH:12]=2)(=[O:10])=[O:9])[CH2:4][CH2:3]1.[N+:18]([C:21]1[O:25][C:24]([C:26](Cl)=[O:27])=[CH:23][CH:22]=1)([O-:20])=[O:19].C(#N)C. Product: [F:1][CH:2]1[CH2:7][CH2:6][N:5]([S:8]([C:11]2[CH:17]=[CH:16][C:14]([NH:15][C:26]([C:24]3[O:25][C:21]([N+:18]([O-:20])=[O:19])=[CH:22][CH:23]=3)=[O:27])=[CH:13][CH:12]=2)(=[O:10])=[O:9])[CH2:4][CH2:3]1. The catalyst class is: 2. (2) Reactant: [CH2:1]([O:8][C:9]1[C:17]2[C:16](=[O:18])[N:15]([CH2:19][C:20]3[CH:25]=[CH:24][C:23]([F:26])=[C:22]([Cl:27])[CH:21]=3)[N:14]=[C:13]([C:28](=O)[CH2:29][NH:30][NH:31][C:32]([NH2:34])=[O:33])[C:12]=2[N:11]2[CH2:36][CH2:37][N:38]([CH3:41])[C:39](=[O:40])[C:10]=12)[C:2]1[CH:7]=[CH:6][CH:5]=[CH:4][CH:3]=1.C(O)(=O)C. Product: [Cl:27][C:22]1[CH:21]=[C:20]([CH:25]=[CH:24][C:23]=1[F:26])[CH2:19][N:15]1[C:16](=[O:18])[C:17]2[C:9]([O:8][CH2:1][C:2]3[CH:7]=[CH:6][CH:5]=[CH:4][CH:3]=3)=[C:10]3[C:39](=[O:40])[N:38]([CH3:41])[CH2:37][CH2:36][N:11]3[C:12]=2[C:13]([C:28]2[CH2:29][NH:30][NH:31][C:32](=[O:33])[N:34]=2)=[N:14]1. The catalyst class is: 8. (3) Product: [CH2:13]([O:20][C:21]([N:23]1[CH2:28][CH2:27][C:26]2([CH2:29][O:33][CH2:32][CH:31]2[OH:34])[CH2:25][CH2:24]1)=[O:22])[C:14]1[CH:19]=[CH:18][CH:17]=[CH:16][CH:15]=1. Reactant: N(C(OCC)=O)=NC(OCC)=O.[CH2:13]([O:20][C:21]([N:23]1[CH2:28][CH2:27][C:26]([CH:31]([OH:34])[CH2:32][OH:33])([CH2:29]O)[CH2:25][CH2:24]1)=[O:22])[C:14]1[CH:19]=[CH:18][CH:17]=[CH:16][CH:15]=1.C1(P(C2C=CC=CC=2)C2C=CC=CC=2)C=CC=CC=1. The catalyst class is: 7. (4) Reactant: [Cl:1][CH2:2][CH2:3][O:4][C:5]1[CH:10]=[C:9]([F:11])[CH:8]=[CH:7][C:6]=1[N+:12]([O-:14])=[O:13].Cl[CH2:16][S:17]([C:20]1[CH:25]=[CH:24][CH:23]=[CH:22][CH:21]=1)(=[O:19])=[O:18].CC(C)([O-])C.[K+].Cl. Product: [C:20]1([S:17]([CH2:16][C:7]2[CH:8]=[C:9]([F:11])[CH:10]=[C:5]([O:4][CH2:3][CH2:2][Cl:1])[C:6]=2[N+:12]([O-:14])=[O:13])(=[O:19])=[O:18])[CH:25]=[CH:24][CH:23]=[CH:22][CH:21]=1. The catalyst class is: 1. (5) Reactant: [C:1]([O:5][C:6](=[O:15])[N:7]([CH3:14])[CH:8]1[CH2:13][CH2:12][NH:11][CH2:10][CH2:9]1)([CH3:4])([CH3:3])[CH3:2].Cl[C:17]1[C:26]2[C:21](=[CH:22][CH:23]=[CH:24][CH:25]=2)[C:20]([C:27]2[CH:32]=[CH:31][C:30]([F:33])=[CH:29][CH:28]=2)=[N:19][N:18]=1.C(=O)([O-])[O-].[K+].[K+].O. Product: [C:1]([O:5][C:6](=[O:15])[N:7]([CH:8]1[CH2:13][CH2:12][N:11]([C:17]2[C:26]3[C:21](=[CH:22][CH:23]=[CH:24][CH:25]=3)[C:20]([C:27]3[CH:32]=[CH:31][C:30]([F:33])=[CH:29][CH:28]=3)=[N:19][N:18]=2)[CH2:10][CH2:9]1)[CH3:14])([CH3:4])([CH3:3])[CH3:2]. The catalyst class is: 16. (6) Reactant: [CH3:1][O:2][CH2:3][CH2:4][CH2:5][CH2:6][N:7]1[C:11]2[CH:12]=[CH:13][CH:14]=[CH:15][C:10]=2[N:9]=[C:8]1[C:16]([N:18]([CH2:40][CH:41]([CH3:43])[CH3:42])[C@H:19]1[CH2:24][C@@H:23]([C:25]([N:27]2[CH2:32][CH2:31][O:30][CH2:29][CH2:28]2)=[O:26])[CH2:22][N:21](C(OC(C)(C)C)=O)[CH2:20]1)=[O:17].C(OCC)(=O)C.Cl. Product: [CH3:1][O:2][CH2:3][CH2:4][CH2:5][CH2:6][N:7]1[C:11]2[CH:12]=[CH:13][CH:14]=[CH:15][C:10]=2[N:9]=[C:8]1[C:16]([N:18]([CH2:40][CH:41]([CH3:43])[CH3:42])[C@H:19]1[CH2:24][C@@H:23]([C:25]([N:27]2[CH2:32][CH2:31][O:30][CH2:29][CH2:28]2)=[O:26])[CH2:22][NH:21][CH2:20]1)=[O:17]. The catalyst class is: 5.